Dataset: Catalyst prediction with 721,799 reactions and 888 catalyst types from USPTO. Task: Predict which catalyst facilitates the given reaction. (1) Reactant: CN([P+](ON1N=NC2C=CC=CC1=2)(N(C)C)N(C)C)C.F[P-](F)(F)(F)(F)F.C(N(CC)CC)C.[NH2:35][C:36]1[N:44]=[C:43]([CH3:45])[CH:42]=[CH:41][C:37]=1[C:38]([OH:40])=O.[CH3:46][C:47]1[CH:48]=[C:49]([O:53][C:54]2[S:58][C:57]([CH2:59][NH2:60])=[CH:56][CH:55]=2)[CH:50]=[CH:51][CH:52]=1. Product: [CH3:46][C:47]1[CH:48]=[C:49]([CH:50]=[CH:51][CH:52]=1)[O:53][C:54]1[S:58][C:57]([CH2:59][NH:60][C:38](=[O:40])[C:37]2[CH:41]=[CH:42][C:43]([CH3:45])=[N:44][C:36]=2[NH2:35])=[CH:56][CH:55]=1. The catalyst class is: 136. (2) Product: [CH3:13][O:7][C:6](=[O:8])[C:5]1[CH:9]=[CH:10][C:2]([Br:1])=[CH:3][C:4]=1[CH3:11]. The catalyst class is: 61. Reactant: [Br:1][C:2]1[CH:10]=[CH:9][C:5]([C:6]([OH:8])=[O:7])=[C:4]([CH3:11])[CH:3]=1.[Si](C=[N+]=[N-])(C)(C)[CH3:13]. (3) Reactant: C(=O)([O:7][CH:8]1[C:12]2[CH:13]=[C:14]([CH:26]=[O:27])[C:15]([N:18]3[CH2:23][C@H:22]([CH3:24])[O:21][C@H:20]([CH3:25])[CH2:19]3)=[C:16]([F:17])[C:11]=2[O:10][NH:9]1)OC(C)(C)C.Cl. Product: [CH3:25][C@H:20]1[O:21][C@@H:22]([CH3:24])[CH2:23][N:18]([C:15]2[C:14]([CH:26]=[O:27])=[CH:13][C:12]3[C:8]([OH:7])=[N:9][O:10][C:11]=3[C:16]=2[F:17])[CH2:19]1. The catalyst class is: 5. (4) Reactant: [F:1][C:2]1[CH:7]=[CH:6][CH:5]=[CH:4][C:3]=1[CH:8]=[CH:9][C:10]([NH:12][C@H:13]([C:27]([O:29]C)=[O:28])[CH2:14][C:15]1[C:23]2[C:18](=[CH:19][CH:20]=[CH:21][CH:22]=2)[N:17]([CH:24]([CH3:26])[CH3:25])[CH:16]=1)=[O:11].[OH-].[Na+]. Product: [F:1][C:2]1[CH:7]=[CH:6][CH:5]=[CH:4][C:3]=1[CH:8]=[CH:9][C:10]([NH:12][C@H:13]([C:27]([OH:29])=[O:28])[CH2:14][C:15]1[C:23]2[C:18](=[CH:19][CH:20]=[CH:21][CH:22]=2)[N:17]([CH:24]([CH3:26])[CH3:25])[CH:16]=1)=[O:11]. The catalyst class is: 5.